Task: Regression/Classification. Given a drug SMILES string, predict its absorption, distribution, metabolism, or excretion properties. Task type varies by dataset: regression for continuous measurements (e.g., permeability, clearance, half-life) or binary classification for categorical outcomes (e.g., BBB penetration, CYP inhibition). Dataset: cyp2c19_veith.. Dataset: CYP2C19 inhibition data for predicting drug metabolism from PubChem BioAssay (1) The molecule is O=C(c1ccncc1)N1CCC2(CC1)CN(c1ccccc1)C2. The result is 1 (inhibitor). (2) The result is 0 (non-inhibitor). The compound is CCOC(=O)c1ccc(N)cc1.